This data is from Forward reaction prediction with 1.9M reactions from USPTO patents (1976-2016). The task is: Predict the product of the given reaction. Given the reactants [CH3:1][O:2][C:3]1[CH:4]=[C:5]([S:11]([N:14]2[CH2:19][CH2:18][N:17]([C:20]([O:22][C:23]([CH3:26])([CH3:25])[CH3:24])=[O:21])[CH2:16][CH:15]2[C:27]([OH:29])=O)(=[O:13])=[O:12])[CH:6]=[CH:7][C:8]=1[O:9][CH3:10].[C:30]1([CH:36]([C:43]2[CH:48]=[CH:47][CH:46]=[CH:45][CH:44]=2)[N:37]2[CH2:42][CH2:41][NH:40][CH2:39][CH2:38]2)[CH:35]=[CH:34][CH:33]=[CH:32][CH:31]=1.C([N:52](CC)C(C)C)(C)C.C1CN([P+](ON2N=NC3C=CC=CC2=3)(N2CCCC2)N2CCCC2)CC1.F[P-](F)(F)(F)(F)F, predict the reaction product. The product is: [CH:36]([N:37]1[CH2:38][CH2:39][N:40]([NH:52][C:27]([CH:15]2[CH2:16][N:17]([C:20]([O:22][C:23]([CH3:25])([CH3:26])[CH3:24])=[O:21])[CH2:18][CH2:19][N:14]2[S:11]([C:5]2[CH:6]=[CH:7][C:8]([O:9][CH3:10])=[C:3]([O:2][CH3:1])[CH:4]=2)(=[O:13])=[O:12])=[O:29])[CH2:41][CH2:42]1)([C:30]1[CH:31]=[CH:32][CH:33]=[CH:34][CH:35]=1)[C:43]1[CH:48]=[CH:47][CH:46]=[CH:45][CH:44]=1.